This data is from HIV replication inhibition screening data with 41,000+ compounds from the AIDS Antiviral Screen. The task is: Binary Classification. Given a drug SMILES string, predict its activity (active/inactive) in a high-throughput screening assay against a specified biological target. (1) The drug is N=C(N)NCCC(O)(P(=O)(O)O)P(=O)(O)O.[NaH]. The result is 0 (inactive). (2) The drug is NNC(=O)c1ccccc1NC(=O)C(=Cc1ccccc1O)NC(=O)c1ccccc1. The result is 0 (inactive). (3) The molecule is COC1C=CC23c4cc5c(cc4C(O)OC2CN(C)C3C1)OCO5. The result is 0 (inactive). (4) The drug is COC(=O)C1CC(C(=O)OC)c2nc3cc(C)c(C)cc3nc21. The result is 0 (inactive). (5) The molecule is CC1=C(C=CC2=CC(=CC(=O)O)CC(C3=C(C)CCCC3(C)C)C2)C(C)(C)CCC1. The result is 0 (inactive). (6) The drug is NS(=O)(=O)c1ccc(NC(=S)NC=C2C(=O)NC(=O)NC2=O)cc1. The result is 0 (inactive). (7) The compound is CCOC(=O)CC(NC(=O)c1nc[nH]c1[N+](=O)[O-])C(=O)OCC. The result is 0 (inactive). (8) The molecule is O=C1C(=Cc2cc3c(=O)c4ccccc4sc3s2)NC(=S)N1c1ccccc1. The result is 0 (inactive). (9) The drug is O=C1c2ccccc2C(=O)N1CCc1ncc[nH]1. The result is 0 (inactive). (10) The compound is CCC1(C)C=Cc2c(cc(O)c3c(=O)c4ccccc4n(C)c23)O1. The result is 0 (inactive).